From a dataset of Catalyst prediction with 721,799 reactions and 888 catalyst types from USPTO. Predict which catalyst facilitates the given reaction. (1) Reactant: [C:1]([C:3]1[CH2:7][C:6]2([CH2:12][CH2:11][N:10]([C:13]3[C:18]([N+:19]([O-:21])=[O:20])=[CH:17][CH:16]=[C:15]([CH3:22])[N:14]=3)[CH2:9][CH2:8]2)[O:5][N:4]=1)#[CH:2].[CH2:23]([Li])CCC.CCCCCC.CI. Product: [CH3:22][C:15]1[N:14]=[C:13]([N:10]2[CH2:11][CH2:12][C:6]3([O:5][N:4]=[C:3]([C:1]#[C:2][CH3:23])[CH2:7]3)[CH2:8][CH2:9]2)[C:18]([N+:19]([O-:21])=[O:20])=[CH:17][CH:16]=1. The catalyst class is: 1. (2) Product: [ClH:21].[CH3:1][O:2][C:3]1[CH:4]=[C:5]2[C:9](=[CH:10][CH:11]=1)[NH:8][C:7]1[CH:12]([C:18]([OH:20])=[O:19])[N:13]3[CH2:17][CH:16]([C:6]2=1)[CH2:15][CH2:14]3. Reactant: [CH3:1][O:2][C:3]1[CH:4]=[C:5]2[C:9](=[CH:10][CH:11]=1)[NH:8][C:7]1[CH:12]([C:18]([OH:20])=[O:19])[N:13]3[CH2:17][CH:16]([C:6]2=1)[CH2:15][CH2:14]3.[ClH:21].CCOCC. The catalyst class is: 5. (3) Reactant: [F:1][C:2]1[CH:3]=[C:4]2[C:8](=[CH:9][CH:10]=1)[NH:7][CH:6]=[C:5]2[CH2:11][CH2:12][CH2:13][NH:14][CH:15]1[CH2:24][C:23]2[C:22]([C:25]([NH2:27])=[O:26])=[CH:21][CH:20]=[CH:19][C:18]=2[O:17][CH2:16]1.[CH:28]1([CH:31]=O)[CH2:30][CH2:29]1.C(O)(=O)C.C([BH3-])#N.[Na+]. The catalyst class is: 5. Product: [CH:28]1([CH2:31][N:14]([CH2:13][CH2:12][CH2:11][C:5]2[C:4]3[C:8](=[CH:9][CH:10]=[C:2]([F:1])[CH:3]=3)[NH:7][CH:6]=2)[CH:15]2[CH2:24][C:23]3[C:22]([C:25]([NH2:27])=[O:26])=[CH:21][CH:20]=[CH:19][C:18]=3[O:17][CH2:16]2)[CH2:30][CH2:29]1.